From a dataset of Forward reaction prediction with 1.9M reactions from USPTO patents (1976-2016). Predict the product of the given reaction. (1) Given the reactants C([O:8][N:9]1[C:15](=[O:16])[N:14]2[CH2:17][C@H:10]1[CH2:11][CH2:12][C@H:13]2[C:18]([NH:20][C@H:21]1[CH2:27][CH2:26][CH2:25][N:24]([C:28]([O:30][C:31]([CH3:34])([CH3:33])[CH3:32])=[O:29])[CH2:23][CH2:22]1)=[O:19])C1C=CC=CC=1, predict the reaction product. The product is: [OH:8][N:9]1[C:15](=[O:16])[N:14]2[CH2:17][C@H:10]1[CH2:11][CH2:12][C@H:13]2[C:18]([NH:20][C@H:21]1[CH2:27][CH2:26][CH2:25][N:24]([C:28]([O:30][C:31]([CH3:34])([CH3:33])[CH3:32])=[O:29])[CH2:23][CH2:22]1)=[O:19]. (2) Given the reactants [NH2:1][C:2]1[C:10]2[N:9]=[C:8]([CH3:11])[N:7]([CH2:12][O:13][CH2:14][C:15]3[CH:20]=[CH:19][CH:18]=[CH:17][CH:16]=3)[C:6]=2[CH:5]=[C:4]([Br:21])[CH:3]=1.[CH3:22][C:23]1[CH:30]=[CH:29][CH:28]=[C:27]([CH3:31])[C:24]=1[CH2:25]Cl.C(=O)([O-])[O-].[Na+].[Na+].[I-].[Na+], predict the reaction product. The product is: [CH2:14]([O:13][CH2:12][N:7]1[C:6]2[CH:5]=[C:4]([Br:21])[CH:3]=[C:2]([NH:1][CH2:25][C:24]3[C:27]([CH3:31])=[CH:28][CH:29]=[CH:30][C:23]=3[CH3:22])[C:10]=2[N:9]=[C:8]1[CH3:11])[C:15]1[CH:16]=[CH:17][CH:18]=[CH:19][CH:20]=1. (3) The product is: [CH3:18][N:14]([CH2:2][C:3]1[CH:12]=[CH:11][C:6]([C:7]([O:9][CH3:10])=[O:8])=[CH:5][CH:4]=1)[CH2:15][CH2:16][NH:17][CH3:19]. Given the reactants Br[CH2:2][C:3]1[CH:12]=[CH:11][C:6]([C:7]([O:9][CH3:10])=[O:8])=[CH:5][CH:4]=1.C[N:14]([CH3:18])[CH2:15][CH2:16][NH2:17].[CH2:19](N(CC)CC)C.C(=O)(O)[O-].[Na+], predict the reaction product. (4) Given the reactants [F:1][C:2]([F:12])([F:11])[C:3]1[CH:4]=[C:5]([Mg]Cl)[CH:6]=[CH:7][CH:8]=1.BrC1C=C(C(F)(F)F)C=CC=1.C([Mg]Cl)(C)C.C(OC([N:34]1[CH2:56][CH2:55][C:38]2[C:39]3[C:40](O)(C4C=CC=CC=4)[C:41]([F:47])([F:46])[CH2:42][C:43]=3[CH:44]=[CH:45][C:37]=2[CH2:36][CH2:35]1)=O)C, predict the reaction product. The product is: [F:47][C:41]1([F:46])[CH:40]([C:5]2[CH:6]=[CH:7][CH:8]=[C:3]([C:2]([F:12])([F:11])[F:1])[CH:4]=2)[C:39]2[C:38]3[CH2:55][CH2:56][NH:34][CH2:35][CH2:36][C:37]=3[CH:45]=[CH:44][C:43]=2[CH2:42]1. (5) Given the reactants [OH:1][C@@H:2]1[C@H:7]2[NH:8][C:9](=[O:11])[O:10][C@H:6]2[CH2:5][C@H:4]([CH2:12][OH:13])[C@H:3]1[OH:14].N1C=CN=C1.[CH3:20][C:21]([Si:24](Cl)([CH3:26])[CH3:25])([CH3:23])[CH3:22], predict the reaction product. The product is: [Si:24]([O:13][CH2:12][C@@H:4]1[C@@H:3]([OH:14])[C@H:2]([OH:1])[C@H:7]2[NH:8][C:9](=[O:11])[O:10][C@H:6]2[CH2:5]1)([C:21]([CH3:23])([CH3:22])[CH3:20])([CH3:26])[CH3:25]. (6) Given the reactants [O:1]1CCO[CH:2]1[C:6]1[CH:11]=[CH:10][C:9]([C:12]2[C:21]([C:22]3[CH:27]=[CH:26][CH:25]=[CH:24][CH:23]=3)=[CH:20][C:19]3[C:18]4=[N:28][N:29]=[C:30]([CH3:31])[N:17]4[CH:16]=[CH:15][C:14]=3[N:13]=2)=[CH:8][CH:7]=1, predict the reaction product. The product is: [CH3:31][C:30]1[N:17]2[C:18]([C:19]3[CH:20]=[C:21]([C:22]4[CH:27]=[CH:26][CH:25]=[CH:24][CH:23]=4)[C:12]([C:9]4[CH:10]=[CH:11][C:6]([CH:2]=[O:1])=[CH:7][CH:8]=4)=[N:13][C:14]=3[CH:15]=[CH:16]2)=[N:28][N:29]=1. (7) Given the reactants [NH2:1][C:2]1[CH:7]=[CH:6][C:5]([Cl:8])=[CH:4][C:3]=1[C:9]([C:11]1[CH:16]=[CH:15][CH:14]=[CH:13][CH:12]=1)=O.[C:17](OCC)(=[O:24])[CH2:18][C:19]([O:21][CH2:22][CH3:23])=[O:20].N1CCCCC1, predict the reaction product. The product is: [Cl:8][C:5]1[CH:4]=[C:3]2[C:2](=[CH:7][CH:6]=1)[NH:1][C:17](=[O:24])[C:18]([C:19]([O:21][CH2:22][CH3:23])=[O:20])=[C:9]2[C:11]1[CH:16]=[CH:15][CH:14]=[CH:13][CH:12]=1. (8) The product is: [CH3:7][C@@:8]12[C@@H:16]([C:17]3[CH2:22][O:21][C:19](=[O:20])[CH:18]=3)[CH2:15][CH2:14][C@:13]1([OH:23])[C@@H:12]1[CH2:24][CH2:25][C@:26]3([OH:35])[CH2:31][C@@H:30]([OH:32])[CH2:29][CH2:28][C@:27]3([CH:33]=[O:34])[C@H:11]1[CH2:10][CH2:9]2.[C:36]([O-:41])(=[O:42])[CH2:37][CH2:38][C:39]([O-:49])=[O:40]. Given the reactants NCCCCN.[CH3:7][C@@:8]12[C@@H:16]([C:17]3[CH2:22][O:21][C:19](=[O:20])[CH:18]=3)[CH2:15][CH2:14][C@:13]1([OH:23])[C@@H:12]1[CH2:24][CH2:25][C@:26]3([OH:35])[CH2:31][C@@H:30]([OH:32])[CH2:29][CH2:28][C@:27]3([CH:33]=[O:34])[C@H:11]1[CH2:10][CH2:9]2.[C:36]1(=[O:42])[O:41][C:39](=[O:40])[CH2:38][CH2:37]1.C(Cl)Cl.C1C[O:49]CC1, predict the reaction product. (9) Given the reactants FC(F)(F)C(O)=O.[CH:8]1([C:13]([N:15]2[CH2:20][CH:19]([C:21]3[CH:26]=[CH:25][C:24]([CH2:27][CH3:28])=[CH:23][CH:22]=3)[CH2:18][CH:17]([NH2:29])[CH2:16]2)=[O:14])[CH2:12][CH2:11][CH2:10][CH2:9]1.[CH2:30]([N:37]=[C:38]=[O:39])[C:31]1[CH:36]=[CH:35][CH:34]=[CH:33][CH:32]=1, predict the reaction product. The product is: [CH2:30]([NH:37][C:38]([NH:29][CH:17]1[CH2:18][CH:19]([C:21]2[CH:22]=[CH:23][C:24]([CH2:27][CH3:28])=[CH:25][CH:26]=2)[CH2:20][N:15]([C:13]([CH:8]2[CH2:9][CH2:10][CH2:11][CH2:12]2)=[O:14])[CH2:16]1)=[O:39])[C:31]1[CH:36]=[CH:35][CH:34]=[CH:33][CH:32]=1.